From a dataset of Catalyst prediction with 721,799 reactions and 888 catalyst types from USPTO. Predict which catalyst facilitates the given reaction. (1) Reactant: [Cl:1][C:2]1[C:7]([O:8][C:9]2[N:14]=[CH:13][CH:12]=[CH:11][N:10]=2)=[CH:6][C:5]([NH2:15])=[C:4]([F:16])[CH:3]=1.C(N(CC)CC)C.Cl[C:25](Cl)([O:27]C(=O)OC(Cl)(Cl)Cl)Cl. Product: [Cl:1][C:2]1[CH:3]=[C:4]([F:16])[C:5]([N:15]=[C:25]=[O:27])=[CH:6][C:7]=1[O:8][C:9]1[N:10]=[CH:11][CH:12]=[CH:13][N:14]=1. The catalyst class is: 13. (2) Reactant: [F:1][C:2]([F:22])([F:21])[CH:3]1[CH2:8][CH2:7][CH2:6][N:5]([C:9]2[CH:10]=[CH:11][C:12]3[N:18]4[CH2:19][C@H:15]([CH2:16][CH2:17]4)[NH:14][C:13]=3[N:20]=2)[CH2:4]1.[Cl:23]C(Cl)(O[C:27](=[O:33])OC(Cl)(Cl)Cl)Cl.[NH2:35][C:36]1[CH:41]=[CH:40][N:39]=[CH:38][N:37]=1. The catalyst class is: 852. Product: [ClH:23].[N:39]1[CH:40]=[CH:41][C:36]([NH:35][C:27]([N:14]2[C@@H:15]3[CH2:19][N:18]([CH2:17][CH2:16]3)[C:12]3[CH:11]=[CH:10][C:9]([N:5]4[CH2:6][CH2:7][CH2:8][CH:3]([C:2]([F:1])([F:21])[F:22])[CH2:4]4)=[N:20][C:13]2=3)=[O:33])=[N:37][CH:38]=1. (3) Reactant: C1(C)C(C)=CC=CC=1.[CH2:9]([NH2:16])[C:10]1[CH:15]=[CH:14][CH:13]=[CH:12][CH:11]=1.[C:17](O)(=[O:25])[C@@H:18]([C@H:20]([C:22](O)=[O:23])[OH:21])[OH:19].CO. Product: [CH2:9]([N:16]1[C:22](=[O:23])[C@H:20]([OH:21])[C@@H:18]([OH:19])[C:17]1=[O:25])[C:10]1[CH:15]=[CH:14][CH:13]=[CH:12][CH:11]=1. The catalyst class is: 25. (4) Reactant: [N+:1]([C:4]1[CH:5]=[C:6](B(O)O)[CH:7]=[CH:8][CH:9]=1)([O-:3])=[O:2].Br[C:14]1[CH:19]=[CH:18][CH:17]=[C:16]([N:20]2[CH2:24][CH2:23][CH2:22][CH2:21]2)[N:15]=1.C([O-])(O)=O.[Na+]. Product: [CH3:9][CH2:8][CH2:7][CH:6]([CH3:5])[CH3:14].[N+:1]([C:4]1[CH:5]=[C:6]([C:14]2[CH:19]=[CH:18][CH:17]=[C:16]([N:20]3[CH2:24][CH2:23][CH2:22][CH2:21]3)[N:15]=2)[CH:7]=[CH:8][CH:9]=1)([O-:3])=[O:2]. The catalyst class is: 149.